From a dataset of Ames mutagenicity test results for genotoxicity prediction. Regression/Classification. Given a drug SMILES string, predict its toxicity properties. Task type varies by dataset: regression for continuous values (e.g., LD50, hERG inhibition percentage) or binary classification for toxic/non-toxic outcomes (e.g., AMES mutagenicity, cardiotoxicity, hepatotoxicity). Dataset: ames. (1) The molecule is O=c1ccc2cc(O[C@@H]3O[C@H](CO)[C@@H](O)[C@H](O)[C@H]3O)c(O)cc2o1. The result is 0 (non-mutagenic). (2) The molecule is CC(C)CC[C@@H](C)Nc1ccc(N[C@H](C)CCC(C)C)cc1. The result is 0 (non-mutagenic). (3) The drug is NNc1ccc([N+](=O)[O-])cc1. The result is 1 (mutagenic). (4) The drug is CCOc1ccc(NC(=O)C[C@@H](C)O)cc1. The result is 1 (mutagenic). (5) The molecule is CCNC(=O)Nc1ncc([N+](=O)[O-])s1. The result is 1 (mutagenic).